Dataset: Full USPTO retrosynthesis dataset with 1.9M reactions from patents (1976-2016). Task: Predict the reactants needed to synthesize the given product. (1) Given the product [CH3:8][N:9]1[C:17]2[C@:16]3([CH3:21])[C:18]([CH3:19])([CH3:20])[C@@H:13]([CH2:14][CH2:15]3)[C:12]=2[C:11](=[O:22])[N:10]1[CH2:23][C:24]1[C:25]([C:48]([F:49])([F:50])[F:51])=[N:26][NH:27][CH:28]=1, predict the reactants needed to synthesize it. The reactants are: FC(F)(F)C(O)=O.[CH3:8][N:9]1[C:17]2[C@:16]3([CH3:21])[C:18]([CH3:20])([CH3:19])[C@@H:13]([CH2:14][CH2:15]3)[C:12]=2[C:11](=[O:22])[N:10]1[CH2:23][C:24]1[C:25]([C:48]([F:51])([F:50])[F:49])=[N:26][N:27](C(C2C=CC=CC=2)(C2C=CC=CC=2)C2C=CC=CC=2)[CH:28]=1.C([SiH](CC)CC)C. (2) Given the product [CH3:9][NH:8][C:4]1[CH:3]=[C:2]([NH:19][C:14]2[CH:15]=[CH:16][CH:17]=[CH:18][C:13]=2[N+:10]([O-:12])=[O:11])[N:7]=[CH:6][N:5]=1, predict the reactants needed to synthesize it. The reactants are: Cl[C:2]1[N:7]=[CH:6][N:5]=[C:4]([NH:8][CH3:9])[CH:3]=1.[N+:10]([C:13]1[CH:18]=[CH:17][CH:16]=[CH:15][C:14]=1[NH2:19])([O-:12])=[O:11].CC(C1C=C(C(C)C)C(C2C(P(C3CCCCC3)C3CCCCC3)=C(OC)C=CC=2OC)=C(C(C)C)C=1)C.CC([O-])(C)C.[Na+]. (3) Given the product [ClH:1].[ClH:1].[ClH:1].[N:32]1([C:35]2[N:40]=[CH:39][C:38]([C:41]3[CH:42]=[N:43][CH:44]=[CH:45][CH:46]=3)=[CH:37][N:36]=2)[CH2:31][CH2:30][NH:29][CH2:34][CH2:33]1, predict the reactants needed to synthesize it. The reactants are: [ClH:1].Cl.FC1C=CC(C2C=NC(N3CCNCC3)=NC=2)=CC=1.C(OC([N:29]1[CH2:34][CH2:33][N:32]([C:35]2[N:40]=[CH:39][C:38]([C:41]3[CH:42]=[N:43][CH:44]=[CH:45][CH:46]=3)=[CH:37][N:36]=2)[CH2:31][CH2:30]1)=O)(C)(C)C. (4) Given the product [OH:5][CH:4]=[C:15]1[CH2:14][C:13]2[C:17](=[CH:18][CH:19]=[C:11]([O:10][CH3:9])[CH:12]=2)[C:16]1=[O:20], predict the reactants needed to synthesize it. The reactants are: C[O-].[Na+].[CH:4](OCC)=[O:5].[CH3:9][O:10][C:11]1[CH:12]=[C:13]2[C:17](=[CH:18][CH:19]=1)[C:16](=[O:20])[CH2:15][CH2:14]2.Cl. (5) Given the product [C:4]([CH2:6][CH2:7][C:8]1[C:9]([CH2:23][CH2:24][CH2:25][CH2:26][CH2:27][CH2:28][O:29][C:30]2[CH:35]=[C:34]([C:36]3[CH:41]=[CH:40][CH:39]=[C:38]([F:42])[CH:37]=3)[CH:33]=[C:32]([C:43](=[O:45])[NH:49][CH:46]3[CH2:48][CH2:47]3)[CH:31]=2)=[CH:10][CH:11]=[CH:12][C:13]=1[O:14][CH2:15][CH2:16][CH2:17][C:18]([OH:20])=[O:19])([OH:3])=[O:5], predict the reactants needed to synthesize it. The reactants are: C([O:3][C:4]([CH2:6][CH2:7][C:8]1[C:13]([O:14][CH2:15][CH2:16][CH2:17][C:18]([O:20]CC)=[O:19])=[CH:12][CH:11]=[CH:10][C:9]=1[CH2:23][CH2:24][CH2:25][CH2:26][CH2:27][CH2:28][O:29][C:30]1[CH:31]=[C:32]([C:43]([OH:45])=O)[CH:33]=[C:34]([C:36]2[CH:41]=[CH:40][CH:39]=[C:38]([F:42])[CH:37]=2)[CH:35]=1)=[O:5])C.[CH:46]1([NH2:49])[CH2:48][CH2:47]1. (6) Given the product [O:11]=[C:4]1[C:5]2[C:10](=[CH:9][CH:8]=[CH:7][CH:6]=2)[C:2](=[O:1])[N:3]1[CH2:12][C:13]1[CH:14]=[C:15]2[C:20](=[CH:21][CH:22]=1)[N:19]=[C:18]([CH2:23][CH2:24][C:25]#[N:26])[CH:17]=[CH:16]2, predict the reactants needed to synthesize it. The reactants are: [O:1]=[C:2]1[C:10]2[C:5](=[CH:6][CH:7]=[CH:8][CH:9]=2)[C:4](=[O:11])[N:3]1[CH2:12][C:13]1[CH:14]=[C:15]2[C:20](=[CH:21][CH:22]=1)[N:19]=[C:18]([CH:23]=[CH:24][C:25]#[N:26])[CH:17]=[CH:16]2. (7) Given the product [CH:9]1[CH:10]=[C:5]([S:1]([O-:4])(=[O:3])=[O:2])[CH:6]=[C:7]([P:11]([C:18]2[CH:23]=[CH:22][CH:21]=[C:20]([S:24]([O-:27])(=[O:25])=[O:26])[CH:19]=2)[C:12]2[CH:13]=[CH:14][CH:15]=[C:16]([S:1]([O-:4])(=[O:3])=[O:2])[CH:17]=2)[CH:8]=1.[Na+:28].[Na+:28].[Na+:28], predict the reactants needed to synthesize it. The reactants are: [S:1]([C:5]1[CH:6]=[C:7]([P:11]([C:18]2[CH:23]=[CH:22][CH:21]=[C:20]([S:24]([O-:27])(=[O:26])=[O:25])[CH:19]=2)[C:12]2[CH:17]=[CH:16][CH:15]=[CH:14][CH:13]=2)[CH:8]=[CH:9][CH:10]=1)([O-:4])(=[O:3])=[O:2].[Na:28][Na].